Dataset: Reaction yield outcomes from USPTO patents with 853,638 reactions. Task: Predict the reaction yield, written as a fraction of the theoretical maximum amount of product (1.0 means a 100% yield; for example, 0.34 means a 34% yield). The reactants are [BH4-].[Na+].[C:3]([O:7][C:8]([NH:10][CH:11]([C:17]([C:19]1[CH:24]=[CH:23][C:22]([O:25][CH3:26])=[CH:21][CH:20]=1)=[O:18])[C:12]([O:14][CH2:15][CH3:16])=[O:13])=[O:9])([CH3:6])([CH3:5])[CH3:4].[Cl-].[NH4+]. The catalyst is C(O)C. The product is [C:3]([O:7][C:8]([NH:10][CH:11]([CH:17]([OH:18])[C:19]1[CH:20]=[CH:21][C:22]([O:25][CH3:26])=[CH:23][CH:24]=1)[C:12]([O:14][CH2:15][CH3:16])=[O:13])=[O:9])([CH3:6])([CH3:4])[CH3:5]. The yield is 0.720.